This data is from NCI-60 drug combinations with 297,098 pairs across 59 cell lines. The task is: Regression. Given two drug SMILES strings and cell line genomic features, predict the synergy score measuring deviation from expected non-interaction effect. (1) Drug 1: C1=NC2=C(N1)C(=S)N=C(N2)N. Drug 2: CCC1(CC2CC(C3=C(CCN(C2)C1)C4=CC=CC=C4N3)(C5=C(C=C6C(=C5)C78CCN9C7C(C=CC9)(C(C(C8N6C=O)(C(=O)OC)O)OC(=O)C)CC)OC)C(=O)OC)O.OS(=O)(=O)O. Cell line: HT29. Synergy scores: CSS=63.2, Synergy_ZIP=-0.938, Synergy_Bliss=1.64, Synergy_Loewe=-9.14, Synergy_HSA=1.15. (2) Drug 1: CCC1(CC2CC(C3=C(CCN(C2)C1)C4=CC=CC=C4N3)(C5=C(C=C6C(=C5)C78CCN9C7C(C=CC9)(C(C(C8N6C)(C(=O)OC)O)OC(=O)C)CC)OC)C(=O)OC)O.OS(=O)(=O)O. Drug 2: N.N.Cl[Pt+2]Cl. Cell line: NCIH23. Synergy scores: CSS=44.1, Synergy_ZIP=-3.66, Synergy_Bliss=-4.94, Synergy_Loewe=-6.20, Synergy_HSA=-2.09. (3) Drug 1: CC(C1=C(C=CC(=C1Cl)F)Cl)OC2=C(N=CC(=C2)C3=CN(N=C3)C4CCNCC4)N. Drug 2: CS(=O)(=O)C1=CC(=C(C=C1)C(=O)NC2=CC(=C(C=C2)Cl)C3=CC=CC=N3)Cl. Cell line: SF-268. Synergy scores: CSS=-1.83, Synergy_ZIP=0.537, Synergy_Bliss=-1.12, Synergy_Loewe=-7.42, Synergy_HSA=-5.70. (4) Drug 1: CC(C)NC(=O)C1=CC=C(C=C1)CNNC.Cl. Drug 2: N.N.Cl[Pt+2]Cl. Cell line: OVCAR-4. Synergy scores: CSS=34.4, Synergy_ZIP=0.752, Synergy_Bliss=-0.681, Synergy_Loewe=-23.7, Synergy_HSA=-1.37.